From a dataset of Reaction yield outcomes from USPTO patents with 853,638 reactions. Predict the reaction yield, written as a fraction of the theoretical maximum amount of product (1.0 means a 100% yield; for example, 0.34 means a 34% yield). The reactants are [CH3:1][O:2][C:3]1[CH:8]=[CH:7][C:6]([N:9]2[CH:13]=[C:12]([CH:14]=O)[CH:11]=[N:10]2)=[CH:5][CH:4]=1.II.[OH-].[NH4+:19]. The catalyst is O1CCCC1.S([O-])([O-])(=O)=S.[Na+].[Na+]. The product is [CH3:1][O:2][C:3]1[CH:8]=[CH:7][C:6]([N:9]2[CH:13]=[C:12]([C:14]#[N:19])[CH:11]=[N:10]2)=[CH:5][CH:4]=1. The yield is 1.00.